From a dataset of Forward reaction prediction with 1.9M reactions from USPTO patents (1976-2016). Predict the product of the given reaction. (1) Given the reactants [Br:1][C:2]1[CH:3]=[CH:4][C:5]2[N:6]([C:8]([CH:11]=O)=[CH:9][N:10]=2)[CH:7]=1.[NH:13]1[CH2:18][CH2:17][O:16][CH2:15][CH2:14]1.C(O)(=O)C.[BH4-].[Na+], predict the reaction product. The product is: [Br:1][C:2]1[CH:3]=[CH:4][C:5]2[N:6]([C:8]([CH2:11][N:13]3[CH2:18][CH2:17][O:16][CH2:15][CH2:14]3)=[CH:9][N:10]=2)[CH:7]=1. (2) Given the reactants [OH-].[Na+].C([O:5][C:6](=[O:13])[CH:7]([C:11]#[N:12])[CH:8]1[CH2:10][CH2:9]1)C, predict the reaction product. The product is: [C:11]([CH:7]([CH:8]1[CH2:10][CH2:9]1)[C:6]([OH:13])=[O:5])#[N:12]. (3) Given the reactants C(O)(C(F)(F)F)=O.[NH:8]1[CH2:13][CH2:12][CH:11]([N:14]2[CH2:22][C:21]3[C:16](=[CH:17][CH:18]=[C:19]([N:23]4[CH:27]=[N:26][N:25]=[N:24]4)[CH:20]=3)[C:15]2=[O:28])[CH2:10][CH2:9]1.C(N(CC)CC)C.[CH3:36][C:37]1[C:45]2[CH2:44][O:43][C:42](=[O:46])[C:41]=2[CH:40]=[CH:39][C:38]=1[C@@H:47]1[CH2:49][O:48]1, predict the reaction product. The product is: [OH:48][C@H:47]([C:38]1[CH:39]=[CH:40][C:41]2[C:42](=[O:46])[O:43][CH2:44][C:45]=2[C:37]=1[CH3:36])[CH2:49][N:8]1[CH2:9][CH2:10][CH:11]([N:14]2[CH2:22][C:21]3[C:16](=[CH:17][CH:18]=[C:19]([N:23]4[CH:27]=[N:26][N:25]=[N:24]4)[CH:20]=3)[C:15]2=[O:28])[CH2:12][CH2:13]1. (4) Given the reactants CO[C:3](=[O:11])[C:4]1[CH:9]=[CH:8][C:7]([OH:10])=[CH:6][CH:5]=1.[CH2:12]([NH2:30])[CH2:13][CH2:14][CH2:15][CH2:16][CH2:17][CH2:18][CH2:19]/[CH:20]=[CH:21]\[CH2:22][CH2:23][CH2:24][CH2:25][CH2:26][CH2:27][CH2:28][CH3:29], predict the reaction product. The product is: [CH2:12]([NH:30][C:3](=[O:11])[C:4]1[CH:5]=[CH:6][C:7]([OH:10])=[CH:8][CH:9]=1)[CH2:13][CH2:14][CH2:15][CH2:16][CH2:17][CH2:18][CH2:19]/[CH:20]=[CH:21]\[CH2:22][CH2:23][CH2:24][CH2:25][CH2:26][CH2:27][CH2:28][CH3:29]. (5) Given the reactants [Cl:1][C:2]1[CH:7]=[CH:6][CH:5]=[C:4]([Cl:8])[C:3]=1[N:9]1[CH:20]=[C:19]([CH2:21]O)[C:12]2[N:13]=[C:14]([S:17][CH3:18])[N:15]=[CH:16][C:11]=2[C:10]1=[O:23].C(N(S(F)(F)[F:30])CC)C.C(N(CC)CC)C, predict the reaction product. The product is: [Cl:1][C:2]1[CH:7]=[CH:6][CH:5]=[C:4]([Cl:8])[C:3]=1[N:9]1[CH:20]=[C:19]([CH2:21][F:30])[C:12]2[N:13]=[C:14]([S:17][CH3:18])[N:15]=[CH:16][C:11]=2[C:10]1=[O:23]. (6) Given the reactants [N:1]1([C:19]([O:21][C:22]([CH3:25])([CH3:24])[CH3:23])=[O:20])[CH2:6][CH2:5][C:4]2([C:14]3[CH:15]=[CH:16][CH:17]=[CH:18][C:13]=3[C@@H:12]3[C@@H:8]([CH2:9][CH2:10][NH:11]3)[CH2:7]2)[CH2:3][CH2:2]1.C(N(CC)CC)C.[C:33](Cl)(=[O:35])[CH3:34], predict the reaction product. The product is: [C:33]([N:11]1[C@H:12]2[C@H:8]([CH2:7][C:4]3([C:14]4[CH:15]=[CH:16][CH:17]=[CH:18][C:13]=42)[CH2:5][CH2:6][N:1]([C:19]([O:21][C:22]([CH3:25])([CH3:24])[CH3:23])=[O:20])[CH2:2][CH2:3]3)[CH2:9][CH2:10]1)(=[O:35])[CH3:34]. (7) Given the reactants [Cl:1][C:2]1[CH:3]=[C:4]2[C:8](=[CH:9][CH:10]=1)[NH:7][C:6](=[O:11])[C:5]2([CH2:14][CH2:15][CH2:16][CH2:17]Cl)[CH2:12][CH3:13].[Cl:19][C:20]1[CH:25]=[CH:24][C:23]([N:26]2[CH2:31][CH2:30][NH:29][CH2:28][CH2:27]2)=[CH:22][CH:21]=1, predict the reaction product. The product is: [Cl:1][C:2]1[CH:3]=[C:4]2[C:8](=[CH:9][CH:10]=1)[NH:7][C:6](=[O:11])[C:5]2([CH2:14][CH2:15][CH2:16][CH2:17][N:29]1[CH2:28][CH2:27][N:26]([C:23]2[CH:22]=[CH:21][C:20]([Cl:19])=[CH:25][CH:24]=2)[CH2:31][CH2:30]1)[CH2:12][CH3:13]. (8) Given the reactants [CH3:1][NH:2][CH2:3][C:4]1[CH:9]=[CH:8][C:7]([C:10]([N:12]2[CH2:18][C:17]3([CH3:20])[CH2:19][CH:13]2[CH2:14][C:15]([CH3:22])([CH3:21])[CH2:16]3)=[O:11])=[CH:6][CH:5]=1.[C:23]([N:26]1[CH2:31][CH2:30][CH:29]([C:32](Cl)=[O:33])[CH2:28][CH2:27]1)(=[O:25])[CH3:24], predict the reaction product. The product is: [CH3:1][N:2]([CH2:3][C:4]1[CH:9]=[CH:8][C:7]([C:10]([N:12]2[CH2:18][C:17]3([CH3:20])[CH2:19][CH:13]2[CH2:14][C:15]([CH3:22])([CH3:21])[CH2:16]3)=[O:11])=[CH:6][CH:5]=1)[C:32]([CH:29]1[CH2:28][CH2:27][N:26]([C:23](=[O:25])[CH3:24])[CH2:31][CH2:30]1)=[O:33].